From a dataset of Full USPTO retrosynthesis dataset with 1.9M reactions from patents (1976-2016). Predict the reactants needed to synthesize the given product. (1) Given the product [CH2:40]([C@H:24]([NH:23][C:12]([C:7]1[C:6]2[CH:5]=[CH:4][N:3]([CH:15]([CH2:19][CH2:20][CH3:21])[CH2:16][CH2:17][CH3:18])[C:2](=[O:1])[C:11]=2[CH:10]=[CH:9][CH:8]=1)=[O:14])[C@H:25]([OH:39])[CH2:26][NH:27][CH2:28][C:29]1[CH:34]=[CH:33][CH:32]=[C:31]([C:35]([F:36])([F:37])[F:38])[CH:30]=1)[C:41]1[CH:46]=[CH:45][CH:44]=[CH:43][CH:42]=1, predict the reactants needed to synthesize it. The reactants are: [O:1]=[C:2]1[C:11]2[CH:10]=[CH:9][CH:8]=[C:7]([C:12]([OH:14])=O)[C:6]=2[CH:5]=[CH:4][N:3]1[CH:15]([CH2:19][CH2:20][CH3:21])[CH2:16][CH2:17][CH3:18].Cl.[NH2:23][C@@H:24]([CH2:40][C:41]1[CH:46]=[CH:45][CH:44]=[CH:43][CH:42]=1)[C@H:25]([OH:39])[CH2:26][NH:27][CH2:28][C:29]1[CH:34]=[CH:33][CH:32]=[C:31]([C:35]([F:38])([F:37])[F:36])[CH:30]=1.OC1C2N=NNC=2C=CC=1.Cl.CN(C)CCCN=C=NCC.C(N(CC)C(C)C)(C)C. (2) Given the product [CH3:2][N:3]1[C:4]2=[C:38]3[CH:40]=[C:10]([C:18]4[N:14]=[C:22]([CH2:17][NH:16][C:35](=[O:37])[CH2:34][O:33][CH3:32])[CH:21]=[CH:20][CH:19]=4)[NH:9][C:8]3=[N:7][C:6]([NH:26][CH3:29])=[C:5]2[N:46]=[CH:12]1, predict the reactants needed to synthesize it. The reactants are: Cl.[CH3:2][N:3]([CH3:12])[CH2:4][CH2:5][CH2:6][N:7]=[C:8]=[N:9][CH2:10]C.O[N:14]1[C:18]2[CH:19]=[CH:20][CH:21]=[CH:22][C:17]=2[N:16]=N1.C([N:26]([CH:29](C)C)CC)(C)C.[CH3:32][O:33][CH2:34][C:35]([OH:37])=O.[C:38](O)([C:40](F)(F)F)=O.C[N:46](C)C=O. (3) Given the product [CH3:22][O:23][C:24]1[CH:25]=[CH:26][C:27]([CH:30]2[CH2:35][CH2:34][N:33]([C:2]3[C:3]([C:16]4[CH:21]=[CH:20][CH:19]=[CH:18][CH:17]=4)=[N:4][C:5]4[C:10]([N:11]=3)=[CH:9][C:8]([C:12]([O:14][CH3:15])=[O:13])=[CH:7][CH:6]=4)[CH2:32][CH2:31]2)=[CH:28][CH:29]=1, predict the reactants needed to synthesize it. The reactants are: Cl[C:2]1[C:3]([C:16]2[CH:21]=[CH:20][CH:19]=[CH:18][CH:17]=2)=[N:4][C:5]2[C:10]([N:11]=1)=[CH:9][C:8]([C:12]([O:14][CH3:15])=[O:13])=[CH:7][CH:6]=2.[CH3:22][O:23][C:24]1[CH:29]=[CH:28][C:27]([CH:30]2[CH2:35][CH2:34][NH:33][CH2:32][CH2:31]2)=[CH:26][CH:25]=1.CCN(C(C)C)C(C)C. (4) Given the product [C:28]([CH2:30][C:31]([N:1]1[CH2:4][CH:3]([CH2:5][N:6]2[C:10]3[CH:11]=[CH:12][CH:13]=[CH:14][C:9]=3[N:8]=[C:7]2[NH:15][C:16]([C:18]2[S:19][C:20]([C:23]3[CH:24]=[N:25][NH:26][CH:27]=3)=[CH:21][CH:22]=2)=[O:17])[CH2:2]1)=[O:32])#[N:29], predict the reactants needed to synthesize it. The reactants are: [NH:1]1[CH2:4][CH:3]([CH2:5][N:6]2[C:10]3[CH:11]=[CH:12][CH:13]=[CH:14][C:9]=3[N:8]=[C:7]2[NH:15][C:16]([C:18]2[S:19][C:20]([C:23]3[CH:24]=[N:25][NH:26][CH:27]=3)=[CH:21][CH:22]=2)=[O:17])[CH2:2]1.[C:28]([CH2:30][C:31](O)=[O:32])#[N:29].CN(C(ON1N=NC2C=CC=NC1=2)=[N+](C)C)C.F[P-](F)(F)(F)(F)F.CN(C)C=O.